From a dataset of Catalyst prediction with 721,799 reactions and 888 catalyst types from USPTO. Predict which catalyst facilitates the given reaction. Reactant: [Cl:1][C:2]1[C:7]([CH3:8])=[CH:6][C:5]([OH:9])=[C:4]([N+:10]([O-:12])=[O:11])[CH:3]=1.[C:13]([O:17][C:18]([N:20]1[CH2:25][CH2:24][CH:23](O)[CH2:22][CH2:21]1)=[O:19])([CH3:16])([CH3:15])[CH3:14].C1(P(C2C=CC=CC=2)C2C=CC=CC=2)C=CC=CC=1. Product: [C:13]([O:17][C:18]([N:20]1[CH2:25][CH2:24][CH:23]([O:9][C:5]2[CH:6]=[C:7]([CH3:8])[C:2]([Cl:1])=[CH:3][C:4]=2[N+:10]([O-:12])=[O:11])[CH2:22][CH2:21]1)=[O:19])([CH3:16])([CH3:14])[CH3:15]. The catalyst class is: 1.